This data is from Forward reaction prediction with 1.9M reactions from USPTO patents (1976-2016). The task is: Predict the product of the given reaction. (1) The product is: [NH:1]1[C:5]2[CH:6]=[CH:7][CH:8]=[CH:9][C:4]=2[N:3]=[C:2]1[C:10]([N:12]1[CH2:15][CH:14]([C:16]2[C:17]([CH:22]3[CH2:23][CH2:24][N:25]([C:28](=[O:30])[CH3:29])[CH2:26][CH2:27]3)=[N:18][CH:19]=[CH:20][N:21]=2)[CH2:13]1)=[O:11]. Given the reactants [NH:1]1[C:5]2[CH:6]=[CH:7][CH:8]=[CH:9][C:4]=2[N:3]=[C:2]1[C:10]([N:12]1[CH2:15][CH:14]([C:16]2[C:17]([C:22]3[CH2:23][CH2:24][N:25]([C:28](=[O:30])[CH3:29])[CH2:26][CH:27]=3)=[N:18][CH:19]=[CH:20][N:21]=2)[CH2:13]1)=[O:11], predict the reaction product. (2) Given the reactants CN(C)[CH2:3][CH2:4][NH:5][C:6]1[S:7][C:8]2[CH:14]=[C:13]([N+:15]([O-:17])=[O:16])[CH:12]=[CH:11][C:9]=2[N:10]=1.C(N)C[C:21]1[CH:26]=[CH:25][CH:24]=[CH:23][CH:22]=1, predict the reaction product. The product is: [N+:15]([C:13]1[CH:12]=[CH:11][C:9]2[N:10]=[C:6]([NH:5][CH2:4][CH2:3][C:21]3[CH:26]=[CH:25][CH:24]=[CH:23][CH:22]=3)[S:7][C:8]=2[CH:14]=1)([O-:17])=[O:16]. (3) Given the reactants Cl[C:2]1[C:11]2[N:12]=[C:13]([OH:23])[N:14]([C@H:15]([C:17]3[CH:22]=[CH:21][CH:20]=[CH:19][CH:18]=3)[CH3:16])[C:10]=2[C:9]2[CH:8]=[CH:7][CH:6]=[CH:5][C:4]=2[N:3]=1.[NH3:24], predict the reaction product. The product is: [NH2:24][C:2]1[C:11]2[N:12]=[C:13]([OH:23])[N:14]([C@H:15]([C:17]3[CH:22]=[CH:21][CH:20]=[CH:19][CH:18]=3)[CH3:16])[C:10]=2[C:9]2[CH:8]=[CH:7][CH:6]=[CH:5][C:4]=2[N:3]=1. (4) The product is: [CH3:1][O:2][C:3]1[CH:8]=[C:7]([CH2:9][CH2:10][CH2:11][CH2:12][CH2:13][CH2:14][CH2:15][CH2:16][CH3:17])[CH:6]=[C:5]([CH:19]=[O:20])[C:4]=1[OH:18]. Given the reactants [CH3:1][O:2][C:3]1[CH:8]=[C:7]([CH2:9][CH2:10][CH2:11][CH2:12][CH2:13][CH2:14][CH2:15][CH2:16][CH3:17])[CH:6]=[CH:5][C:4]=1[OH:18].[CH2:19]=[O:20], predict the reaction product. (5) Given the reactants C(O)(C(F)(F)F)=O.CC1(C)C(C)(C)[O:12][B:11]([C:16]2[CH:31]=[C:30]([C:32]([F:35])([F:34])[F:33])[CH:29]=[CH:28][C:17]=2[O:18][C@@H:19]([CH3:27])[C:20]([O:22]C(C)(C)C)=[O:21])[O:10]1, predict the reaction product. The product is: [B:11]([C:16]1[CH:31]=[C:30]([C:32]([F:33])([F:34])[F:35])[CH:29]=[CH:28][C:17]=1[O:18][C@@H:19]([CH3:27])[C:20]([OH:22])=[O:21])([OH:12])[OH:10].